From a dataset of Reaction yield outcomes from USPTO patents with 853,638 reactions. Predict the reaction yield, written as a fraction of the theoretical maximum amount of product (1.0 means a 100% yield; for example, 0.34 means a 34% yield). (1) The yield is 0.180. The reactants are [OH:1][C:2]1[CH:9]=[C:8]([O:10][CH3:11])[C:7]([C:12]2[S:13][CH:14]=[CH:15][CH:16]=2)=[CH:6][C:3]=1[CH:4]=[O:5].Cl[CH2:18][CH:19]1[CH2:21][CH2:20]1. No catalyst specified. The product is [CH:19]1([CH2:18][O:1][C:2]2[CH:9]=[C:8]([O:10][CH3:11])[C:7]([C:12]3[S:13][CH:14]=[CH:15][CH:16]=3)=[CH:6][C:3]=2[CH:4]=[O:5])[CH2:21][CH2:20]1. (2) The reactants are [CH3:1][O:2][C:3]1[CH:8]=[CH:7][C:6]([C:9]2[CH:13]=[C:12]([C:14]3[CH:19]=[CH:18][CH:17]=[CH:16][CH:15]=3)[NH:11][C:10]=2[C:20](O)=[O:21])=[CH:5][CH:4]=1.Cl.[NH2:24][CH2:25][C:26]1[CH:40]=[CH:39][C:29]([C:30]([NH:32][C:33]2[CH:38]=[CH:37][CH:36]=[CH:35][N:34]=2)=[O:31])=[CH:28][CH:27]=1. No catalyst specified. The product is [CH3:1][O:2][C:3]1[CH:8]=[CH:7][C:6]([C:9]2[CH:13]=[C:12]([C:14]3[CH:19]=[CH:18][CH:17]=[CH:16][CH:15]=3)[NH:11][C:10]=2[C:20]([NH:24][CH2:25][C:26]2[CH:27]=[CH:28][C:29]([C:30]([NH:32][C:33]3[CH:38]=[CH:37][CH:36]=[CH:35][N:34]=3)=[O:31])=[CH:39][CH:40]=2)=[O:21])=[CH:5][CH:4]=1. The yield is 0.710. (3) The reactants are Br[C:2]1[CH:3]=[CH:4][C:5]([N:10]2[CH:14]=[C:13]([CH3:15])[N:12]=[CH:11]2)=[C:6]([CH:9]=1)[C:7]#[N:8].[CH3:16][O:17][C:18]1[C:19]2[N:20]([N:24]=[C:25]([NH2:27])[N:26]=2)[CH:21]=[CH:22][CH:23]=1.C1([O-])C=CC=CC=1.[Na+]. The catalyst is O1CCOCC1.O. The product is [CH3:16][O:17][C:18]1[C:19]2[N:20]([N:24]=[C:25]([NH:27][C:2]3[CH:3]=[CH:4][C:5]([N:10]4[CH:14]=[C:13]([CH3:15])[N:12]=[CH:11]4)=[C:6]([CH:9]=3)[C:7]#[N:8])[N:26]=2)[CH:21]=[CH:22][CH:23]=1. The yield is 0.220. (4) The reactants are [Cl:1][C:2]1[CH:7]=[CH:6][C:5]([C:8]2[N:9]=[CH:10][C:11]([CH2:21][OH:22])=[N:12][C:13]=2[C:14]2[CH:19]=[CH:18][C:17]([Cl:20])=[CH:16][CH:15]=2)=[CH:4][CH:3]=1.O.[OH-].[Na+].[F:26][C:27]1[CH:34]=[CH:33][C:30]([CH2:31]Br)=[CH:29][CH:28]=1. The catalyst is C(Cl)Cl.S([O-])(O)(=O)=O.C([N+](CCCC)(CCCC)CCCC)CCC.C(OCC)C. The product is [Cl:1][C:2]1[CH:3]=[CH:4][C:5]([C:8]2[C:13]([C:14]3[CH:19]=[CH:18][C:17]([Cl:20])=[CH:16][CH:15]=3)=[N:12][C:11]([CH2:21][O:22][CH2:31][C:30]3[CH:33]=[CH:34][C:27]([F:26])=[CH:28][CH:29]=3)=[CH:10][N:9]=2)=[CH:6][CH:7]=1. The yield is 0.930. (5) The reactants are [F:1][C:2]1[CH:3]=[C:4]([CH:10]2[O:14][CH2:13][CH2:12][O:11]2)[CH:5]=[CH:6][C:7]=1[O:8]C.C[S-].[Na+].[Cl-].[NH4+]. The catalyst is CN(C)C=O. The product is [O:11]1[CH2:12][CH2:13][O:14][CH:10]1[C:4]1[CH:5]=[CH:6][C:7]([OH:8])=[C:2]([F:1])[CH:3]=1. The yield is 0.520. (6) The reactants are [OH:1][CH:2]([C@@H:14]([NH:19][C:20](=[O:36])[O:21][CH2:22][C:23]1([CH2:27][O:28][C:29]2[CH:34]=[CH:33][N:32]=[C:31]([Cl:35])[N:30]=2)[CH2:26][CH2:25][CH2:24]1)[CH2:15][CH2:16][CH2:17][CH3:18])[C:3](=[O:13])[NH:4][C@@H:5]([C:7]1[CH:12]=[CH:11][CH:10]=[CH:9][CH:8]=1)[CH3:6].C(=O)(O)[O-].[Na+].CC(OI1(OC(C)=O)(OC(C)=O)OC(=O)C2C=CC=CC1=2)=O.C(OCC)(=O)C.CCCCCC. The catalyst is ClCCl. The product is [O:13]=[C:3]([NH:4][C@@H:5]([C:7]1[CH:12]=[CH:11][CH:10]=[CH:9][CH:8]=1)[CH3:6])[C:2]([C@@H:14]([NH:19][C:20](=[O:36])[O:21][CH2:22][C:23]1([CH2:27][O:28][C:29]2[CH:34]=[CH:33][N:32]=[C:31]([Cl:35])[N:30]=2)[CH2:26][CH2:25][CH2:24]1)[CH2:15][CH2:16][CH2:17][CH3:18])=[O:1]. The yield is 0.670.